Dataset: NCI-60 drug combinations with 297,098 pairs across 59 cell lines. Task: Regression. Given two drug SMILES strings and cell line genomic features, predict the synergy score measuring deviation from expected non-interaction effect. (1) Drug 1: CCCCCOC(=O)NC1=NC(=O)N(C=C1F)C2C(C(C(O2)C)O)O. Drug 2: CC(C)CN1C=NC2=C1C3=CC=CC=C3N=C2N. Cell line: A549. Synergy scores: CSS=0.894, Synergy_ZIP=0.315, Synergy_Bliss=-0.393, Synergy_Loewe=0.519, Synergy_HSA=-0.727. (2) Drug 1: CC12CCC3C(C1CCC2=O)CC(=C)C4=CC(=O)C=CC34C. Drug 2: C1CCC(C(C1)N)N.C(=O)(C(=O)[O-])[O-].[Pt+4]. Cell line: IGROV1. Synergy scores: CSS=43.2, Synergy_ZIP=1.95, Synergy_Bliss=1.50, Synergy_Loewe=-10.4, Synergy_HSA=3.34. (3) Drug 1: C(CN)CNCCSP(=O)(O)O. Drug 2: CC1C(C(CC(O1)OC2CC(CC3=C2C(=C4C(=C3O)C(=O)C5=C(C4=O)C(=CC=C5)OC)O)(C(=O)CO)O)N)O.Cl. Cell line: SR. Synergy scores: CSS=44.6, Synergy_ZIP=2.51, Synergy_Bliss=1.98, Synergy_Loewe=-24.6, Synergy_HSA=2.99. (4) Drug 1: CC(CN1CC(=O)NC(=O)C1)N2CC(=O)NC(=O)C2. Drug 2: CC1=C(C(=O)C2=C(C1=O)N3CC4C(C3(C2COC(=O)N)OC)N4)N. Cell line: NCI-H522. Synergy scores: CSS=24.7, Synergy_ZIP=-11.4, Synergy_Bliss=-6.83, Synergy_Loewe=-5.06, Synergy_HSA=-3.06. (5) Drug 1: CC(CN1CC(=O)NC(=O)C1)N2CC(=O)NC(=O)C2. Drug 2: C1=NC2=C(N=C(N=C2N1C3C(C(C(O3)CO)O)O)F)N. Cell line: HCT116. Synergy scores: CSS=27.5, Synergy_ZIP=-8.12, Synergy_Bliss=-6.22, Synergy_Loewe=-4.78, Synergy_HSA=-3.28. (6) Drug 2: CC1CCCC2(C(O2)CC(NC(=O)CC(C(C(=O)C(C1O)C)(C)C)O)C(=CC3=CSC(=N3)C)C)C. Synergy scores: CSS=50.4, Synergy_ZIP=3.50, Synergy_Bliss=0.396, Synergy_Loewe=-20.1, Synergy_HSA=0.584. Drug 1: C1=CC(=CC=C1C#N)C(C2=CC=C(C=C2)C#N)N3C=NC=N3. Cell line: NCI-H522.